This data is from Full USPTO retrosynthesis dataset with 1.9M reactions from patents (1976-2016). The task is: Predict the reactants needed to synthesize the given product. (1) The reactants are: [CH:1]12[CH2:7][CH:4]([CH:5]=[CH:6]1)[CH2:3][NH:2]2.[N+:8]([C:11]1[CH:16]=[CH:15][CH:14]=[CH:13][C:12]=1[S:17](Cl)(=[O:19])=[O:18])([O-:10])=[O:9].CCCCCC.CCOC(C)=O. Given the product [N+:8]([C:11]1[CH:16]=[CH:15][CH:14]=[CH:13][C:12]=1[S:17]([N:2]1[CH2:3][CH:4]2[CH2:7][CH:1]1[CH:6]=[CH:5]2)(=[O:19])=[O:18])([O-:10])=[O:9], predict the reactants needed to synthesize it. (2) Given the product [Cl:9][C:10]1[CH:15]=[CH:14][CH:13]=[CH:12][C:11]=1[N:16]1[CH:1]=[CH:27][C:20]2[N:21]=[C:22]([S:25][CH3:26])[N:23]=[CH:24][C:19]=2[C:17]1=[O:18], predict the reactants needed to synthesize it. The reactants are: [CH3:1]N(C(OC)OC)C.[Cl:9][C:10]1[CH:15]=[CH:14][CH:13]=[CH:12][C:11]=1[NH:16][C:17]([C:19]1[C:20]([CH3:27])=[N:21][C:22]([S:25][CH3:26])=[N:23][CH:24]=1)=[O:18]. (3) The reactants are: [CH3:1][O:2][C:3]1[CH:8]=[CH:7][C:6]([S:9][CH2:10][CH2:11][NH2:12])=[CH:5][CH:4]=1.Cl[C:14](Cl)([O:16]C(=O)OC(Cl)(Cl)Cl)Cl.C(N(CC)CC)C.[NH:32]1[CH2:37][CH2:36][O:35][CH2:34][CH2:33]1. Given the product [CH3:1][O:2][C:3]1[CH:8]=[CH:7][C:6]([S:9][CH2:10][CH2:11][NH:12][C:14]([N:32]2[CH2:37][CH2:36][O:35][CH2:34][CH2:33]2)=[O:16])=[CH:5][CH:4]=1, predict the reactants needed to synthesize it. (4) Given the product [O:15]1[CH2:20][CH2:19][CH:18]([CH2:21][N:22]2[C:30]3[C:25](=[CH:26][C:27]([C:31]([O:33][CH3:1])=[O:32])=[CH:28][CH:29]=3)[C:24]([C:34]([CH:36]3[C:38]([CH3:40])([CH3:39])[C:37]3([CH3:42])[CH3:41])=[O:35])=[CH:23]2)[CH2:17][CH2:16]1, predict the reactants needed to synthesize it. The reactants are: [CH3:1]S(OCC1CCOCC1)(=O)=O.[H-].[Na+].[O:15]1[CH2:20][CH2:19][CH:18]([CH2:21][N:22]2[C:30]3[C:25](=[CH:26][C:27]([C:31]([OH:33])=[O:32])=[CH:28][CH:29]=3)[C:24]([C:34]([CH:36]3[C:38]([CH3:40])([CH3:39])[C:37]3([CH3:42])[CH3:41])=[O:35])=[CH:23]2)[CH2:17][CH2:16]1.N. (5) Given the product [CH2:11]([C@H:18]1[CH2:22][N:21]([C:8](=[O:10])[CH2:7][C:3]2[S:2][CH:6]=[CH:5][CH:4]=2)[C@H:20]([C:23]([NH:25][C:26]2[CH:31]=[CH:30][C:29]([O:32][C:33]3[CH:34]=[CH:35][C:36]([F:39])=[CH:37][CH:38]=3)=[CH:28][CH:27]=2)=[O:24])[CH2:19]1)[C:12]1[CH:13]=[CH:14][CH:15]=[CH:16][CH:17]=1, predict the reactants needed to synthesize it. The reactants are: Cl.[S:2]1[CH:6]=[CH:5][CH:4]=[C:3]1[CH2:7][C:8]([OH:10])=O.[CH2:11]([C@H:18]1[CH2:22][NH:21][C@H:20]([C:23]([NH:25][C:26]2[CH:31]=[CH:30][C:29]([O:32][C:33]3[CH:38]=[CH:37][C:36]([F:39])=[CH:35][CH:34]=3)=[CH:28][CH:27]=2)=[O:24])[CH2:19]1)[C:12]1[CH:17]=[CH:16][CH:15]=[CH:14][CH:13]=1. (6) The reactants are: [CH2:1]([O:8][C:9]([NH:11][C@H:12]([C@H:16]([OH:18])[CH3:17])[C:13](O)=[O:14])=[O:10])[C:2]1[CH:7]=[CH:6][CH:5]=[CH:4][CH:3]=1.[CH3:19][N:20](C(ON1N=NC2C=CC=CC1=2)=[N+](C)C)[CH3:21].[B-](F)(F)(F)F.CCN(C(C)C)C(C)C.Cl.CNC. Given the product [CH2:1]([O:8][C:9](=[O:10])[NH:11][C@H:12]([C@H:16]([OH:18])[CH3:17])[C:13]([N:20]([CH3:21])[CH3:19])=[O:14])[C:2]1[CH:7]=[CH:6][CH:5]=[CH:4][CH:3]=1, predict the reactants needed to synthesize it. (7) The reactants are: O=[CH:2][C@@H]([C@H]([C@@H]([C@@H](CO)O)O)O)O.S([O-])([O-])(=O)=O.[NH4+].[NH4+].P([O-])(O)(O)=O.[K+].P([O-])([O-])(O)=O.[K+].[K+].C(=O)([O-])[O-].[Ca+2].S([O-])([O-])(=O)=O.[Mg+2].[NH2:44][C@H:45]([C:50]([OH:52])=[O:51])[CH2:46][CH:47]([CH3:49])C. Given the product [NH2:44][C@H:45]([C:50]([OH:52])=[O:51])[C@H:46]([CH2:47][CH3:49])[CH3:2], predict the reactants needed to synthesize it. (8) Given the product [CH3:31][O:30][C:29]1[CH:28]=[CH:27][N:26]=[C:25]([NH2:32])[C:24]=1[C:17]1[CH:18]=[CH:19][C:14]([O:7][C:8]2[CH:13]=[CH:12][CH:11]=[CH:10][CH:9]=2)=[CH:15][CH:16]=1, predict the reactants needed to synthesize it. The reactants are: C(=O)([O-])[O-].[Na+].[Na+].[O:7]([C:14]1[CH:19]=[CH:18][C:17](B(O)O)=[CH:16][CH:15]=1)[C:8]1[CH:13]=[CH:12][CH:11]=[CH:10][CH:9]=1.I[C:24]1[C:25]([NH2:32])=[N:26][CH:27]=[CH:28][C:29]=1[O:30][CH3:31].